Dataset: Full USPTO retrosynthesis dataset with 1.9M reactions from patents (1976-2016). Task: Predict the reactants needed to synthesize the given product. (1) Given the product [Cl:27][CH2:26][CH2:25][CH2:24][CH2:23][CH2:22][N:10]1[C:11]2[C:16](=[CH:15][CH:14]=[CH:13][CH:12]=2)[C:17]2[CH2:18][CH2:19][S:20][C:7]3[CH:6]=[CH:5][CH:4]=[CH:3][C:8]=3[C:9]1=2, predict the reactants needed to synthesize it. The reactants are: [H-].[Na+].[CH:3]1[C:8]2[C:9]3[NH:10][C:11]4[C:16]([C:17]=3[CH2:18][CH2:19][S:20][C:7]=2[CH:6]=[CH:5][CH:4]=1)=[CH:15][CH:14]=[CH:13][CH:12]=4.Br[CH2:22][CH2:23][CH2:24][CH2:25][CH2:26][Cl:27].O. (2) Given the product [CH3:1][C:2]1([CH3:7])[CH2:6][CH2:5][N:4]([C:22]([C:21]2[CH:25]=[CH:26][N:27]=[CH:28][C:20]=2[NH:19][C:17]([C:15]2[C:14]([NH:29][C:30]3[CH:31]=[N:32][CH:33]=[N:34][CH:35]=3)=[CH:13][CH:12]=[C:11]([CH:8]3[CH2:10][CH2:9]3)[N:16]=2)=[O:18])=[O:23])[CH2:3]1, predict the reactants needed to synthesize it. The reactants are: [CH3:1][C:2]1([CH3:7])[CH2:6][CH2:5][NH:4][CH2:3]1.[CH:8]1([C:11]2[N:16]=[C:15]([C:17]([NH:19][C:20]3[CH:28]=[N:27][CH:26]=[CH:25][C:21]=3[C:22](O)=[O:23])=[O:18])[C:14]([NH:29][C:30]3[CH:31]=[N:32][CH:33]=[N:34][CH:35]=3)=[CH:13][CH:12]=2)[CH2:10][CH2:9]1.